From a dataset of Catalyst prediction with 721,799 reactions and 888 catalyst types from USPTO. Predict which catalyst facilitates the given reaction. (1) Reactant: [Cl:1][C:2]1[CH:7]=[CH:6][CH:5]=[C:4]([Cl:8])[C:3]=1[NH:9][C:10]1[NH:11][C:12]2[C:18]3[CH2:19][C:20]([CH3:23])([CH3:22])[O:21][C:17]=3[C:16]([C:24](O)=[O:25])=[CH:15][C:13]=2[N:14]=1.S(Cl)(Cl)=O.[F:31][C:32]1[CH:38]=[C:37]([CH3:39])[CH:36]=[CH:35][C:33]=1[NH2:34].CCN(C(C)C)C(C)C. Product: [Cl:8][C:4]1[CH:5]=[CH:6][CH:7]=[C:2]([Cl:1])[C:3]=1[NH:9][C:10]1[NH:11][C:12]2[C:18]3[CH2:19][C:20]([CH3:23])([CH3:22])[O:21][C:17]=3[C:16]([C:24]([NH:34][C:33]3[CH:35]=[CH:36][C:37]([CH3:39])=[CH:38][C:32]=3[F:31])=[O:25])=[CH:15][C:13]=2[N:14]=1. The catalyst class is: 1. (2) Reactant: [Cl:1][C:2]1[CH:7]=[C:6]([C:8]2[NH:9][C:10]3[C:15]([CH:16]=2)=[C:14]([F:17])[CH:13]=[CH:12][CH:11]=3)[C:5]([C:18]([CH3:20])=[CH2:19])=[CH:4][N:3]=1.[OH:21]O. Product: [Cl:1][C:2]1[N:3]=[CH:4][C:5]([CH:18]([CH3:20])[CH2:19][OH:21])=[C:6]([C:8]2[NH:9][C:10]3[C:15]([CH:16]=2)=[C:14]([F:17])[CH:13]=[CH:12][CH:11]=3)[CH:7]=1. The catalyst class is: 6. (3) Reactant: NC1C=C(Cl)C(C)=CC=1NC(C1C([N+]([O-])=O)=CNN=1)=O.[CH2:21]([O:23][C:24]1[C:25]([F:45])=[CH:26][C:27]2[N:31]=[C:30]([C:32]3[C:36]([NH2:37])=[CH:35][N:34]([CH:38]4[CH2:43][CH2:42][CH2:41][CH2:40][O:39]4)[N:33]=3)[NH:29][C:28]=2[CH:44]=1)[CH3:22].C(N(C(C)C)CC)(C)C.[N:55]1([C:61](Cl)=[O:62])[CH2:60][CH2:59][O:58][CH2:57][CH2:56]1.N1(C(O)=O)CCOCC1.C(OC1C(F)=CC2N=C(C3C([NH-])=CN(C4CCCCO4)N=3)NC=2C=1)C. Product: [CH2:21]([O:23][C:24]1[C:25]([F:45])=[CH:26][C:27]2[N:31]=[C:30]([C:32]3[C:36]([NH:37][C:61]([N:55]4[CH2:60][CH2:59][O:58][CH2:57][CH2:56]4)=[O:62])=[CH:35][N:34]([CH:38]4[CH2:43][CH2:42][CH2:41][CH2:40][O:39]4)[N:33]=3)[NH:29][C:28]=2[CH:44]=1)[CH3:22]. The catalyst class is: 30. (4) Reactant: C[Si](C)(C(C)(C)C)[O:3][CH2:4][C:5]1[CH:10]=[C:9]([N:11]2[CH2:16][CH2:15][O:14][CH2:13][C@@H:12]2[CH3:17])[N:8]=[C:7]([C:18]2[CH:23]=[CH:22][C:21]([NH:24][C:25]([NH:27][CH2:28][CH3:29])=[O:26])=[CH:20][CH:19]=2)[N:6]=1.CCCC[N+](CCCC)(CCCC)CCCC.[F-]. Product: [CH2:28]([NH:27][C:25]([NH:24][C:21]1[CH:20]=[CH:19][C:18]([C:7]2[N:6]=[C:5]([CH2:4][OH:3])[CH:10]=[C:9]([N:11]3[CH2:16][CH2:15][O:14][CH2:13][C@@H:12]3[CH3:17])[N:8]=2)=[CH:23][CH:22]=1)=[O:26])[CH3:29]. The catalyst class is: 1. (5) Reactant: [OH:1][CH:2]1[CH2:8][C@H:7]2[N:9]([CH3:10])[CH:3]1[CH2:4][C:5](=[O:11])[CH2:6]2.C(N(CC)CC)C.[C:19](OC(=O)C)(=[O:21])[CH3:20]. Product: [CH3:10][N:9]1[CH:3]2[CH:2]([O:1][C:19](=[O:21])[CH3:20])[CH2:8][C@@H:7]1[CH2:6][C:5](=[O:11])[CH2:4]2. The catalyst class is: 79. (6) Reactant: [CH3:1][S:2][C:3]1[CH:8]=[CH:7][C:6]([CH:9]([C:11]2[CH:16]=[CH:15][C:14]([S:17][CH3:18])=[CH:13][CH:12]=2)[OH:10])=[CH:5][CH:4]=1. Product: [CH3:18][S:17][C:14]1[CH:13]=[CH:12][C:11]([C:9]([C:6]2[CH:7]=[CH:8][C:3]([S:2][CH3:1])=[CH:4][CH:5]=2)=[O:10])=[CH:16][CH:15]=1. The catalyst class is: 177. (7) Reactant: [CH3:1][CH:2]([CH3:34])[CH2:3][C:4]([N:6]([CH2:31][CH2:32][CH3:33])[C:7]1[S:8][CH:9]=[C:10]([C:12]2[C:13]3[CH:20]=[CH:19][N:18](S(C4C=CC(C)=CC=4)(=O)=O)[C:14]=3[N:15]=[CH:16][N:17]=2)[N:11]=1)=[O:5].[F-].C([N+](CCCC)(CCCC)CCCC)CCC. Product: [CH3:1][CH:2]([CH3:34])[CH2:3][C:4]([N:6]([CH2:31][CH2:32][CH3:33])[C:7]1[S:8][CH:9]=[C:10]([C:12]2[C:13]3[CH:20]=[CH:19][NH:18][C:14]=3[N:15]=[CH:16][N:17]=2)[N:11]=1)=[O:5]. The catalyst class is: 1. (8) Reactant: I[C:2]1[C:3]([CH:16]([OH:18])[CH3:17])=[N:4][N:5]([CH2:7][C:8]2[CH:13]=[CH:12][C:11]([O:14][CH3:15])=[CH:10][CH:9]=2)[CH:6]=1.C(O[B:23]1[O:27][C:26]([CH3:29])([CH3:28])[C:25]([CH3:31])([CH3:30])[O:24]1)(C)C.[Li]C. Product: [CH3:15][O:14][C:11]1[CH:12]=[CH:13][C:8]([CH2:7][N:5]2[CH:6]=[C:2]([B:23]3[O:27][C:26]([CH3:29])([CH3:28])[C:25]([CH3:31])([CH3:30])[O:24]3)[C:3]([CH:16]([OH:18])[CH3:17])=[N:4]2)=[CH:9][CH:10]=1. The catalyst class is: 1.